From a dataset of Catalyst prediction with 721,799 reactions and 888 catalyst types from USPTO. Predict which catalyst facilitates the given reaction. Reactant: Br[C:2]1[C:7]([F:8])=[CH:6][CH:5]=[CH:4][C:3]=1[N+:9]([O-])=O.[Sn](Cl)[Cl:13].C([O-])(O)=O.[Na+]. Product: [Cl:13][C:2]1[C:7]([F:8])=[CH:6][CH:5]=[CH:4][C:3]=1[NH2:9]. The catalyst class is: 8.